From a dataset of Full USPTO retrosynthesis dataset with 1.9M reactions from patents (1976-2016). Predict the reactants needed to synthesize the given product. (1) Given the product [F:1][C:2]1[CH:28]=[C:27]([N:29]2[CH:33]=[CH:32][CH:31]=[N:30]2)[CH:26]=[CH:25][C:3]=1[CH2:4][C:5]1[C:6]([CH3:24])=[C:7]([CH3:23])[C:8]([CH:34]=[CH2:35])=[C:9]([CH:14]=1)[C:10]([O:12][CH3:13])=[O:11], predict the reactants needed to synthesize it. The reactants are: [F:1][C:2]1[CH:28]=[C:27]([N:29]2[CH:33]=[CH:32][CH:31]=[N:30]2)[CH:26]=[CH:25][C:3]=1[CH2:4][C:5]1[C:6]([CH3:24])=[C:7]([CH3:23])[C:8](OS(C(F)(F)F)(=O)=O)=[C:9]([CH:14]=1)[C:10]([O:12][CH3:13])=[O:11].[CH2:34](C([Sn])=C(CCCC)CCCC)[CH2:35]CC.[Cl-].[Li+].[F-].[K+]. (2) Given the product [CH3:3][CH:2]([O:4][C:5]1[CH:6]=[CH:7][C:8]([CH:11]2[C:16]3=[N:17][S:18](=[O:21])(=[O:22])[CH2:19][CH2:20][N:15]3[CH2:14][CH2:13][CH2:12]2)=[CH:9][CH:10]=1)[CH3:1], predict the reactants needed to synthesize it. The reactants are: [CH3:1][CH:2]([O:4][C:5]1[CH:10]=[CH:9][C:8]([C:11]2[C:16]3=[N:17][S:18](=[O:22])(=[O:21])[CH2:19][CH2:20][N:15]3[CH:14]=[CH:13][CH:12]=2)=[CH:7][CH:6]=1)[CH3:3]. (3) Given the product [N:26]1([CH2:25][CH2:24][NH:23][C:22]([C:18]2([O:8][C:5]3[CH:6]=[CH:7][C:2]([NH2:1])=[CH:3][CH:4]=3)[CH:17]=[CH:16][CH:21]=[CH:20][NH:19]2)=[O:32])[CH2:31][CH2:30][O:29][CH2:28][CH2:27]1, predict the reactants needed to synthesize it. The reactants are: [NH2:1][C:2]1[CH:7]=[CH:6][C:5]([OH:8])=[CH:4][CH:3]=1.CC(C)([O-])C.[K+].Cl[C:16]1[CH:21]=[CH:20][N:19]=[C:18]([C:22](=[O:32])[NH:23][CH2:24][CH2:25][N:26]2[CH2:31][CH2:30][O:29][CH2:28][CH2:27]2)[CH:17]=1.C([O-])([O-])=O.[K+].[K+]. (4) Given the product [C:8]([O:12][C:13]([N:15]([CH3:3])[C:16]1[CH:17]=[C:18]([C:22]2[CH:34]=[CH:33][C:25]([C:26]([O:28][C:29]([CH3:30])([CH3:31])[CH3:32])=[O:27])=[C:24]([N+:35]([O-:37])=[O:36])[CH:23]=2)[CH:19]=[CH:20][CH:21]=1)=[O:14])([CH3:9])([CH3:10])[CH3:11], predict the reactants needed to synthesize it. The reactants are: [H-].[Na+].[CH3:3]N(C)C=O.[C:8]([O:12][C:13]([NH:15][C:16]1[CH:17]=[C:18]([C:22]2[CH:34]=[CH:33][C:25]([C:26]([O:28][C:29]([CH3:32])([CH3:31])[CH3:30])=[O:27])=[C:24]([N+:35]([O-:37])=[O:36])[CH:23]=2)[CH:19]=[CH:20][CH:21]=1)=[O:14])([CH3:11])([CH3:10])[CH3:9].CI. (5) The reactants are: C([O:3][P:4]([C:9]([C:12]1[CH:17]=[CH:16][C:15]([CH2:18][N:19]([S:38]([C:41]2[CH:46]=[CH:45][CH:44]=[CH:43][C:42]=2[Cl:47])(=[O:40])=[O:39])[CH2:20][C:21]2[CH:26]=[CH:25][C:24]([C:27]([P:30]([O:35]CC)([O:32]CC)=[O:31])([F:29])[F:28])=[CH:23][CH:22]=2)=[CH:14][CH:13]=1)([F:11])[F:10])(=[O:8])[O:5]CC)C.I[Si](C)(C)C. Given the product [Cl:47][C:42]1[CH:43]=[CH:44][CH:45]=[CH:46][C:41]=1[S:38]([N:19]([CH2:18][C:15]1[CH:16]=[CH:17][C:12]([C:9]([P:4](=[O:3])([OH:8])[OH:5])([F:11])[F:10])=[CH:13][CH:14]=1)[CH2:20][C:21]1[CH:22]=[CH:23][C:24]([C:27]([F:28])([F:29])[P:30]([OH:35])([OH:32])=[O:31])=[CH:25][CH:26]=1)(=[O:39])=[O:40], predict the reactants needed to synthesize it.